This data is from Catalyst prediction with 721,799 reactions and 888 catalyst types from USPTO. The task is: Predict which catalyst facilitates the given reaction. (1) The catalyst class is: 4. Reactant: [N+:1]([C:4]1[CH:12]=[CH:11][CH:10]=[C:6]([C:7]([OH:9])=O)[C:5]=1[OH:13])([O-:3])=[O:2].F[P-](F)(F)(F)(F)F.Br[P+](N1CCCC1)(N1CCCC1)N1CCCC1.C(N(CC)C(C)C)(C)C.[NH:47]1[CH2:51][CH2:50][C@@H:49]([OH:52])[CH2:48]1. Product: [OH:13][C:5]1[C:4]([N+:1]([O-:3])=[O:2])=[CH:12][CH:11]=[CH:10][C:6]=1[C:7]([N:47]1[CH2:51][CH2:50][C@@H:49]([OH:52])[CH2:48]1)=[O:9]. (2) Reactant: [C:1]1([C:7]2([C:14]3[CH:19]=[CH:18][CH:17]=[CH:16][CH:15]=3)[O:13][CH:8]2[C:9]([O:11][CH3:12])=[O:10])[CH:6]=[CH:5][CH:4]=[CH:3][CH:2]=1.[Cu][C:21]#N.C[Li]. Product: [OH:13][CH:8]([C:7]([C:14]1[CH:19]=[CH:18][CH:17]=[CH:16][CH:15]=1)([C:1]1[CH:6]=[CH:5][CH:4]=[CH:3][CH:2]=1)[CH3:21])[C:9]([O:11][CH3:12])=[O:10]. The catalyst class is: 316.